This data is from Full USPTO retrosynthesis dataset with 1.9M reactions from patents (1976-2016). The task is: Predict the reactants needed to synthesize the given product. (1) Given the product [N:27]1([C:7]2[C:6]([NH:5][C:1]([CH3:4])([CH3:3])[CH3:2])=[N:15][C:14]3[C:9](=[CH:10][CH:11]=[CH:12][C:13]=3[C:16]3[NH:24][C:23]4[CH2:22][CH2:21][NH:20][C:19](=[O:25])[C:18]=4[CH:17]=3)[N:8]=2)[CH2:30][CH2:29][CH2:28]1, predict the reactants needed to synthesize it. The reactants are: [C:1]([NH:5][C:6]1[C:7](Cl)=[N:8][C:9]2[C:14]([N:15]=1)=[C:13]([C:16]1[NH:24][C:23]3[CH2:22][CH2:21][NH:20][C:19](=[O:25])[C:18]=3[CH:17]=1)[CH:12]=[CH:11][CH:10]=2)([CH3:4])([CH3:3])[CH3:2].[NH:27]1[CH2:30][CH2:29][CH2:28]1.CCN(C(C)C)C(C)C. (2) Given the product [CH3:1][S:2]([C:5]1[CH:12]=[CH:11][C:8]([C:9](=[O:10])[CH2:13][CH:14]([CH3:18])[C:15](=[O:17])[CH3:16])=[CH:7][CH:6]=1)(=[O:3])=[O:4], predict the reactants needed to synthesize it. The reactants are: [CH3:1][S:2]([C:5]1[CH:12]=[CH:11][C:8]([CH:9]=[O:10])=[CH:7][CH:6]=1)(=[O:4])=[O:3].[CH3:13][C:14](=[CH2:18])[C:15](=[O:17])[CH3:16].CCN(CC)CC. (3) Given the product [Cl:19][C:17]1[CH:16]=[CH:15][C:14]2[N:8]([CH2:7][C:6]([CH3:52])([CH3:53])[CH2:5][OH:4])[C:9](=[O:51])[C@@H:10]([CH2:30][C:31]([NH:33][C:34]3[CH:35]=[C:36]([O:47][CH:48]([CH3:49])[CH3:50])[C:37]4[O:41][C:40]([C:42]([OH:44])=[O:43])=[CH:39][C:38]=4[CH:46]=3)=[O:32])[O:11][C@H:12]([C:20]3[CH:25]=[CH:24][CH:23]=[C:22]([O:26][CH3:27])[C:21]=3[O:28][CH3:29])[C:13]=2[CH:18]=1, predict the reactants needed to synthesize it. The reactants are: C([O:4][CH2:5][C:6]([CH3:53])([CH3:52])[CH2:7][N:8]1[C:14]2[CH:15]=[CH:16][C:17]([Cl:19])=[CH:18][C:13]=2[C@@H:12]([C:20]2[CH:25]=[CH:24][CH:23]=[C:22]([O:26][CH3:27])[C:21]=2[O:28][CH3:29])[O:11][C@H:10]([CH2:30][C:31]([NH:33][C:34]2[CH:35]=[C:36]([O:47][CH:48]([CH3:50])[CH3:49])[C:37]3[O:41][C:40]([C:42]([O:44]C)=[O:43])=[CH:39][C:38]=3[CH:46]=2)=[O:32])[C:9]1=[O:51])(=O)C.[OH-].[Na+].Cl. (4) The reactants are: [F:1][C:2]1[CH:3]=[CH:4][C:5]([CH3:9])=[C:6]([OH:8])[CH:7]=1.F[B-](F)(F)F.[O:15]=[N+:16]=[O:17]. Given the product [F:1][C:2]1[C:7]([N+:16]([O-:17])=[O:15])=[C:6]([OH:8])[C:5]([CH3:9])=[CH:4][CH:3]=1, predict the reactants needed to synthesize it. (5) Given the product [CH3:31][C:26]([C:2]1[C:21]([O:22][CH:23]([CH3:25])[CH3:24])=[CH:20][C:5]2[C:6]([C:16]([NH:18][CH3:19])=[O:17])=[C:7]([C:9]3[CH:14]=[CH:13][C:12]([F:15])=[CH:11][CH:10]=3)[O:8][C:4]=2[CH:3]=1)=[CH:27][CH3:28], predict the reactants needed to synthesize it. The reactants are: Br[C:2]1[C:21]([O:22][CH:23]([CH3:25])[CH3:24])=[CH:20][C:5]2[C:6]([C:16]([NH:18][CH3:19])=[O:17])=[C:7]([C:9]3[CH:14]=[CH:13][C:12]([F:15])=[CH:11][CH:10]=3)[O:8][C:4]=2[CH:3]=1.[C:26]1(C)[CH:31]=CC=[CH:28][CH:27]=1.C(=O)([O-])[O-].[Cs+].[Cs+].C/C(/[B-](F)(F)F)=C\C.[K+].